This data is from Full USPTO retrosynthesis dataset with 1.9M reactions from patents (1976-2016). The task is: Predict the reactants needed to synthesize the given product. (1) Given the product [CH3:1][O:2][C:3]1[CH:4]=[C:5]([NH:26][S:39]([C:35]2[S:34][CH:38]=[CH:37][CH:36]=2)(=[O:41])=[O:40])[CH:6]=[CH:7][C:8]=1[C:9]1[O:10][C:11]([C:14]2[C:15]([C:20]3[CH:21]=[CH:22][CH:23]=[CH:24][CH:25]=3)=[N:16][O:17][C:18]=2[CH3:19])=[N:12][N:13]=1, predict the reactants needed to synthesize it. The reactants are: [CH3:1][O:2][C:3]1[CH:4]=[C:5]([NH2:26])[CH:6]=[CH:7][C:8]=1[C:9]1[O:10][C:11]([C:14]2[C:15]([C:20]3[CH:25]=[CH:24][CH:23]=[CH:22][CH:21]=3)=[N:16][O:17][C:18]=2[CH3:19])=[N:12][N:13]=1.C(NC(C)C)(C)C.[S:34]1[CH:38]=[CH:37][CH:36]=[C:35]1[S:39](Cl)(=[O:41])=[O:40]. (2) Given the product [CH3:1][CH:2]1[O:7][CH:6]([CH3:8])[CH2:5][N:4]([C:9]2[CH:16]=[CH:15][C:14]([F:17])=[CH:13][C:10]=2[CH:11]=[O:12])[CH2:3]1, predict the reactants needed to synthesize it. The reactants are: [CH3:1][C@H:2]1[O:7][C@@H:6]([CH3:8])[CH2:5][N:4]([C:9]2[CH:16]=[CH:15][C:14]([F:17])=[CH:13][C:10]=2[CH:11]=[O:12])[CH2:3]1.C[C@H]1O[C@H](C)CN(C2C=CC(F)=CC=2C=O)C1. (3) Given the product [C:1]([O:5][C@@H:6]([C:12]1[C:13]([CH3:38])=[N:14][C:15]2[N:16]([N:30]=[C:31]([C:33]([OH:35])=[O:34])[CH:32]=2)[C:17]=1[C:18]1[C:19]([CH3:29])=[C:20]2[C:25](=[C:26]([F:28])[CH:27]=1)[O:24][CH2:23][CH2:22][CH2:21]2)[C:7]([O:9][CH2:10][CH3:11])=[O:8])([CH3:4])([CH3:2])[CH3:3], predict the reactants needed to synthesize it. The reactants are: [C:1]([O:5][C@@H:6]([C:12]1[C:13]([CH3:38])=[N:14][C:15]2[N:16]([N:30]=[C:31]([C:33]([O:35]CC)=[O:34])[CH:32]=2)[C:17]=1[C:18]1[C:19]([CH3:29])=[C:20]2[C:25](=[C:26]([F:28])[CH:27]=1)[O:24][CH2:23][CH2:22][CH2:21]2)[C:7]([O:9][CH2:10][CH3:11])=[O:8])([CH3:4])([CH3:3])[CH3:2].[OH-].[Na+].O.Cl.